From a dataset of CYP2C19 inhibition data for predicting drug metabolism from PubChem BioAssay. Regression/Classification. Given a drug SMILES string, predict its absorption, distribution, metabolism, or excretion properties. Task type varies by dataset: regression for continuous measurements (e.g., permeability, clearance, half-life) or binary classification for categorical outcomes (e.g., BBB penetration, CYP inhibition). Dataset: cyp2c19_veith. (1) The drug is O.O=C(O)[C@H]1[C@@H](O)CC[C@H]2CN3CCc4c([nH]c5ccccc45)[C@@H]3C[C@H]21. The result is 0 (non-inhibitor). (2) The molecule is COc1ccccc1NC(=O)CN1CCN(C2c3ccccc3-c3ccccc32)CC1. The result is 1 (inhibitor). (3) The compound is CCCC[C@H](CC)CN1CN(C[C@@H](CC)CCCC)CC(C)(N)C1. The result is 0 (non-inhibitor). (4) The drug is COc1ccc(-c2nc3cncnc3n(-c3ccccc3)c2=O)cc1. The result is 0 (non-inhibitor). (5) The compound is CNCC[C@H](Oc1ccccc1C)c1ccccc1. The result is 0 (non-inhibitor).